From a dataset of Full USPTO retrosynthesis dataset with 1.9M reactions from patents (1976-2016). Predict the reactants needed to synthesize the given product. (1) Given the product [C:1]([O:5][C:6]([NH:8][CH2:9][C@H:10]1[CH2:11][CH2:12][C@H:13]([C:16]([NH:18][C@@H:19]([CH2:20][C:21]2[CH:26]=[CH:25][C:24]([C:27]3[CH:32]=[CH:31][C:30]([C:33](=[O:35])[NH:61][C@@H:62]4[CH2:66][C@@H:65]([CH2:67][OH:68])[NH:64][C:63]4=[O:69])=[CH:29][C:28]=3[CH3:36])=[CH:23][CH:22]=2)[C:37]([NH:39][C:40]2[CH:41]=[CH:42][C:43]([C:46]3[NH:50][N:49]=[C:48]([C:51]([F:59])([F:58])[C:52]([F:54])([F:53])[C:55]([OH:57])=[O:56])[N:47]=3)=[CH:44][CH:45]=2)=[O:38])=[O:17])[CH2:14][CH2:15]1)=[O:7])([CH3:3])([CH3:2])[CH3:4], predict the reactants needed to synthesize it. The reactants are: [C:1]([O:5][C:6]([NH:8][CH2:9][C@H:10]1[CH2:15][CH2:14][C@H:13]([C:16]([NH:18][C@H:19]([C:37]([NH:39][C:40]2[CH:45]=[CH:44][C:43]([C:46]3[NH:50][N:49]=[C:48]([C:51]([F:59])([F:58])[C:52]([C:55]([OH:57])=[O:56])([F:54])[F:53])[N:47]=3)=[CH:42][CH:41]=2)=[O:38])[CH2:20][C:21]2[CH:26]=[CH:25][C:24]([C:27]3[CH:32]=[CH:31][C:30]([C:33]([OH:35])=O)=[CH:29][C:28]=3[CH3:36])=[CH:23][CH:22]=2)=[O:17])[CH2:12][CH2:11]1)=[O:7])([CH3:4])([CH3:3])[CH3:2].Cl.[NH2:61][C@@H:62]1[CH2:66][C@@H:65]([CH2:67][OH:68])[NH:64][C:63]1=[O:69].C(N(CC)C(C)C)(C)C.F[P-](F)(F)(F)(F)F.CN(C(ON1C2=NC=CC=C2N=N1)=[N+](C)C)C. (2) Given the product [CH3:1][C:2]1[CH:3]=[C:4]([NH:5][CH2:11][CH2:12][OH:13])[CH:6]=[C:7]([CH3:9])[CH:8]=1, predict the reactants needed to synthesize it. The reactants are: [CH3:1][C:2]1[CH:3]=[C:4]([CH:6]=[C:7]([CH3:9])[CH:8]=1)[NH2:5].Br[CH2:11][CH2:12][OH:13].C([O-])([O-])=O.[K+].[K+]. (3) Given the product [C:9]([N:3]1[CH2:4][C@@H:5]([CH3:8])[NH:6][CH2:7][C@@H:2]1[CH3:1])([O:11][C:12]([CH3:15])([CH3:14])[CH3:13])=[O:10], predict the reactants needed to synthesize it. The reactants are: [CH3:1][C@H:2]1[CH2:7][NH:6][C@H:5]([CH3:8])[CH2:4][NH:3]1.[C:9](O[C:9]([O:11][C:12]([CH3:15])([CH3:14])[CH3:13])=[O:10])([O:11][C:12]([CH3:15])([CH3:14])[CH3:13])=[O:10]. (4) Given the product [CH2:17]([CH:15]1[O:14][C:13]2[CH:19]=[C:20]([C:23]3[CH:24]=[CH:25][C:26]([O:29][CH2:30][C:31]([CH3:37])([CH3:36])[C:32]([O:34][CH3:35])=[O:33])=[N:27][CH:28]=3)[CH:21]=[CH:22][C:12]=2[N:11]([C:9](=[O:10])[NH:7][CH2:1][CH2:2][CH2:3][CH2:4][CH2:5][CH3:6])[CH2:16]1)[CH3:18], predict the reactants needed to synthesize it. The reactants are: [CH2:1]([NH2:7])[CH2:2][CH2:3][CH2:4][CH2:5][CH3:6].Cl[C:9]([N:11]1[CH2:16][CH:15]([CH2:17][CH3:18])[O:14][C:13]2[CH:19]=[C:20]([C:23]3[CH:24]=[CH:25][C:26]([O:29][CH2:30][C:31]([CH3:37])([CH3:36])[C:32]([O:34][CH3:35])=[O:33])=[N:27][CH:28]=3)[CH:21]=[CH:22][C:12]1=2)=[O:10].C(N(C(C)C)C(C)C)C. (5) Given the product [F:1][C:2]1[CH:14]=[CH:13][C:12]([NH2:15])=[CH:11][C:3]=1[CH2:4][N:5]1[CH2:6][CH2:7][O:8][CH2:9][CH2:10]1, predict the reactants needed to synthesize it. The reactants are: [F:1][C:2]1[CH:14]=[CH:13][C:12]([N+:15]([O-])=O)=[CH:11][C:3]=1[CH2:4][N:5]1[CH2:10][CH2:9][O:8][CH2:7][CH2:6]1. (6) Given the product [Br:12][CH:8]([C:5]1[CH:4]=[CH:3][C:2]([Br:1])=[CH:7][CH:6]=1)[C:9](=[O:11])[CH3:10], predict the reactants needed to synthesize it. The reactants are: [Br:1][C:2]1[CH:7]=[CH:6][C:5]([CH2:8][C:9](=[O:11])[CH3:10])=[CH:4][CH:3]=1.[Br:12]N1C(=O)CCC1=O.N(C(C)(C)C#N)=NC(C)(C)C#N. (7) Given the product [Br:1][C:2]1[N:3]([CH3:12])[C:4]2[C:9]([N:10]=1)=[C:8]([N:28]1[CH2:27][CH2:26][C:25]([C:31]3[CH:36]=[CH:35][CH:34]=[CH:33][CH:32]=3)([C:23]#[N:24])[CH2:30][CH2:29]1)[N:7]=[CH:6][N:5]=2, predict the reactants needed to synthesize it. The reactants are: [Br:1][C:2]1[N:3]([CH3:12])[C:4]2[C:9]([N:10]=1)=[C:8](Cl)[N:7]=[CH:6][N:5]=2.C(N(C(C)C)CC)(C)C.Cl.[C:23]([C:25]1([C:31]2[CH:36]=[CH:35][CH:34]=[CH:33][CH:32]=2)[CH2:30][CH2:29][NH:28][CH2:27][CH2:26]1)#[N:24].